Dataset: Full USPTO retrosynthesis dataset with 1.9M reactions from patents (1976-2016). Task: Predict the reactants needed to synthesize the given product. (1) Given the product [C:1]1([CH:7]([C:12]2[CH:17]=[CH:16][CH:15]=[CH:14][CH:13]=2)[C:8]([NH:19][NH2:20])=[O:9])[CH:6]=[CH:5][CH:4]=[CH:3][CH:2]=1, predict the reactants needed to synthesize it. The reactants are: [C:1]1([CH:7]([C:12]2[CH:17]=[CH:16][CH:15]=[CH:14][CH:13]=2)[C:8](OC)=[O:9])[CH:6]=[CH:5][CH:4]=[CH:3][CH:2]=1.O.[NH2:19][NH2:20]. (2) Given the product [F:33][C:2]([F:1])([F:32])[C:3]1[CH:4]=[CH:5][C:6]([OH:24])=[C:7]([C:9]2[N:10]([C:15]3[N:20]=[C:19]([C:21]([OH:23])=[O:22])[CH:18]=[CH:17][CH:16]=3)[C:11]([CH3:14])=[CH:12][CH:13]=2)[CH:8]=1, predict the reactants needed to synthesize it. The reactants are: [F:1][C:2]([F:33])([F:32])[C:3]1[CH:4]=[CH:5][C:6]([O:24]CC2C=CC=CC=2)=[C:7]([C:9]2[N:10]([C:15]3[N:20]=[C:19]([C:21]([OH:23])=[O:22])[CH:18]=[CH:17][CH:16]=3)[C:11]([CH3:14])=[CH:12][CH:13]=2)[CH:8]=1.C([O-])=O.[NH4+]. (3) Given the product [OH:13][C:14]1([C:3]2[CH:8]=[CH:7][CH:6]=[CH:5][C:4]=2[C:9]([F:12])([F:11])[F:10])[CH2:15][CH2:16][N:17]([C:20]([O:22][C:23]([CH3:26])([CH3:25])[CH3:24])=[O:21])[CH2:18][CH2:19]1, predict the reactants needed to synthesize it. The reactants are: [Mg].Br[C:3]1[CH:8]=[CH:7][CH:6]=[CH:5][C:4]=1[C:9]([F:12])([F:11])[F:10].[O:13]=[C:14]1[CH2:19][CH2:18][N:17]([C:20]([O:22][C:23]([CH3:26])([CH3:25])[CH3:24])=[O:21])[CH2:16][CH2:15]1.[Cl-].[NH4+]. (4) Given the product [CH3:45][N:46]1[C:50]([C:51]2[CH:52]=[C:53]([NH:65][C:37](=[O:39])[C:36]3[CH:40]=[CH:41][CH:42]=[C:34]([C:33]([F:32])([F:44])[F:43])[CH:35]=3)[CH:54]=[CH:55][C:56]=2[O:57][CH2:58][CH2:59][N:60]2[CH2:64][CH2:63][CH2:62][CH2:61]2)=[CH:49][CH:48]=[N:47]1, predict the reactants needed to synthesize it. The reactants are: CN(C(ON1N=NC2C=CC=NC1=2)=[N+](C)C)C.F[P-](F)(F)(F)(F)F.C(N(CC)CC)C.[F:32][C:33]([F:44])([F:43])[C:34]1[CH:35]=[C:36]([CH:40]=[CH:41][CH:42]=1)[C:37]([OH:39])=O.[CH3:45][N:46]1[C:50]([C:51]2[CH:52]=[C:53]([NH2:65])[CH:54]=[CH:55][C:56]=2[O:57][CH2:58][CH2:59][N:60]2[CH2:64][CH2:63][CH2:62][CH2:61]2)=[CH:49][CH:48]=[N:47]1.